Dataset: Full USPTO retrosynthesis dataset with 1.9M reactions from patents (1976-2016). Task: Predict the reactants needed to synthesize the given product. (1) Given the product [F:16][C:17]([F:21])([F:20])[CH2:18][O:1][CH2:2][CH:3]1[CH2:8][CH2:7][N:6]([C:9]([O:11][C:12]([CH3:15])([CH3:14])[CH3:13])=[O:10])[CH2:5][CH2:4]1, predict the reactants needed to synthesize it. The reactants are: [OH:1][CH2:2][CH:3]1[CH2:8][CH2:7][N:6]([C:9]([O:11][C:12]([CH3:15])([CH3:14])[CH3:13])=[O:10])[CH2:5][CH2:4]1.[F:16][C:17]([F:21])([F:20])[CH2:18]O.C1(P(C2C=CC=CC=2)C2C=CC=CC=2)C=CC=CC=1.C(OC(N=NC(OC(C)(C)C)=O)=O)(C)(C)C. (2) Given the product [C:1]([O:10][CH2:12][CH:13]1[CH2:18][CH:17]2[CH2:19][CH:14]1[CH2:15][CH2:16]2)(=[O:9])[CH2:2][CH2:3][CH2:4][CH2:5][C:6]([O:8][CH2:12][CH:13]1[CH2:18][CH:17]2[CH2:19][CH:14]1[CH2:15][CH2:16]2)=[O:7], predict the reactants needed to synthesize it. The reactants are: [C:1]([OH:10])(=[O:9])[CH2:2][CH2:3][CH2:4][CH2:5][C:6]([OH:8])=[O:7].O[CH2:12][CH:13]1[CH2:18][CH:17]2[CH2:19][CH:14]1[CH2:15][CH2:16]2. (3) Given the product [C:3]1([C:2]2[CH:13]=[CH:12][C:14]3[C:21](=[CH:20][CH:17]=[CH:16][CH:15]=3)[N:24]=2)[CH:8]=[CH:7][CH:6]=[CH:5][CH:4]=1, predict the reactants needed to synthesize it. The reactants are: O[CH2:2][C:3]1[CH:8]=[CH:7][C:6](B(O)O)=[CH:5][CH:4]=1.[C:12]([C:14]1[CH:21]=[CH:20][C:17](CO)=[CH:16][CH:15]=1)#[CH:13].C([N:24](C(C)C)C(C)C)C. (4) Given the product [Cl:1][C:2]1[CH:3]=[C:4]([CH:9]2[CH2:10][N:11]([C:16]([CH:18]3[CH2:19][CH2:20][N:21]([C:24]([C:26]4([CH3:29])[CH2:27][CH2:28]4)=[O:25])[CH2:22][CH2:23]3)=[O:17])[CH2:12][CH:13]2[N:14]([CH3:15])[C:38](=[O:40])[C:37]([C:34]2[CH:33]=[CH:32][C:31]([F:30])=[CH:36][CH:35]=2)([CH3:42])[CH3:41])[CH:5]=[CH:6][C:7]=1[Cl:8], predict the reactants needed to synthesize it. The reactants are: [Cl:1][C:2]1[CH:3]=[C:4]([CH:9]2[CH:13]([NH:14][CH3:15])[CH2:12][N:11]([C:16]([CH:18]3[CH2:23][CH2:22][N:21]([C:24]([C:26]4([CH3:29])[CH2:28][CH2:27]4)=[O:25])[CH2:20][CH2:19]3)=[O:17])[CH2:10]2)[CH:5]=[CH:6][C:7]=1[Cl:8].[F:30][C:31]1[CH:36]=[CH:35][C:34]([C:37]([CH3:42])([CH3:41])[C:38]([OH:40])=O)=[CH:33][CH:32]=1. (5) Given the product [C:26]([C:25]1[CH:28]=[C:29]([C:32]2[C:33]3[CH:40]=[C:39]([C:41]4[CH:46]=[CH:45][C:44]([N:47]5[CH2:48][CH2:49][N:50]([CH:53]6[CH2:56][O:55][CH2:54]6)[CH2:51][CH2:52]5)=[C:43]([O:57][CH3:58])[CH:42]=4)[NH:38][C:34]=3[N:35]=[CH:36][N:37]=2)[CH:30]=[CH:31][C:24]=1[O:8][CH:7]1[CH2:6][CH2:5][N:4]([C:9]([O:11][C:12]([CH3:13])([CH3:15])[CH3:14])=[O:10])[CH2:3][C:2]1([F:1])[F:16])#[N:27], predict the reactants needed to synthesize it. The reactants are: [F:1][C:2]1([F:16])[CH:7]([OH:8])[CH2:6][CH2:5][N:4]([C:9]([O:11][C:12]([CH3:15])([CH3:14])[CH3:13])=[O:10])[CH2:3]1.CC(C)([O-])C.[K+].F[C:24]1[CH:31]=[CH:30][C:29]([C:32]2[C:33]3[CH:40]=[C:39]([C:41]4[CH:46]=[CH:45][C:44]([N:47]5[CH2:52][CH2:51][N:50]([CH:53]6[CH2:56][O:55][CH2:54]6)[CH2:49][CH2:48]5)=[C:43]([O:57][CH3:58])[CH:42]=4)[NH:38][C:34]=3[N:35]=[CH:36][N:37]=2)=[CH:28][C:25]=1[C:26]#[N:27]. (6) Given the product [N:33]1([C:37]([C:38](=[CH:21][C:20]2[CH:23]=[CH:24][C:17]([NH:16][C:13]3[N:14]=[C:15]4[C:7]([C:1](=[O:6])[C:2]([CH3:4])([CH3:3])[CH3:5])=[CH:8][N:9]([CH2:25][O:26][CH2:27][CH2:28][Si:29]([CH3:31])([CH3:30])[CH3:32])[C:10]4=[N:11][CH:12]=3)=[CH:18][CH:19]=2)[C:39]#[N:40])=[O:41])[CH2:36][CH2:35][CH2:34]1, predict the reactants needed to synthesize it. The reactants are: [C:1]([C:7]1[C:15]2[C:10](=[N:11][CH:12]=[C:13]([NH:16][C:17]3[CH:24]=[CH:23][C:20]([CH:21]=O)=[CH:19][CH:18]=3)[N:14]=2)[N:9]([CH2:25][O:26][CH2:27][CH2:28][Si:29]([CH3:32])([CH3:31])[CH3:30])[CH:8]=1)(=[O:6])[C:2]([CH3:5])([CH3:4])[CH3:3].[N:33]1([C:37](=[O:41])[CH2:38][C:39]#[N:40])[CH2:36][CH2:35][CH2:34]1.C(O)(=O)C.N1CCCCC1.